This data is from Forward reaction prediction with 1.9M reactions from USPTO patents (1976-2016). The task is: Predict the product of the given reaction. (1) Given the reactants [Cl:1][C:2]1[CH:7]=[CH:6][C:5]([CH:8]([NH2:20])[CH:9]([C:11]2[CH:16]=[CH:15][C:14]([N+:17]([O-:19])=[O:18])=[CH:13][CH:12]=2)[NH2:10])=[CH:4][CH:3]=1.Cl.[CH3:22][O:23][C:24]1[CH:34]=[CH:33][C:27]([C:28](=N)OCC)=[CH:26][CH:25]=1.C(N(CC)CC)C.C(=O)([O-])[O-].[Na+].[Na+], predict the reaction product. The product is: [Cl:1][C:2]1[CH:3]=[CH:4][C:5]([CH:8]2[CH:9]([C:11]3[CH:16]=[CH:15][C:14]([N+:17]([O-:19])=[O:18])=[CH:13][CH:12]=3)[NH:10][C:28]([C:27]3[CH:33]=[CH:34][C:24]([O:23][CH3:22])=[CH:25][CH:26]=3)=[N:20]2)=[CH:6][CH:7]=1. (2) Given the reactants [N:1]1[CH:6]=[CH:5][CH:4]=[CH:3][C:2]=1[C:7]1[N:11]2[N:12]=[CH:13][CH:14]=[CH:15][C:10]2=[CH:9][C:8]=1[CH2:16][OH:17], predict the reaction product. The product is: [N:1]1[CH:6]=[CH:5][CH:4]=[CH:3][C:2]=1[C:7]1[N:11]2[N:12]=[CH:13][CH:14]=[CH:15][C:10]2=[CH:9][C:8]=1[CH:16]=[O:17]. (3) Given the reactants Br[C:2]1[CH:3]=[C:4]2[C:9](=[CH:10][CH:11]=1)[CH:8]=[N:7][CH:6]=[C:5]2[Cl:12].[O:13]1[CH2:17][CH2:16][NH:15][C:14]1=[O:18].P([O-])([O-])([O-])=O.[K+].[K+].[K+].C1(P(C2CCCCC2)C2C=CC=CC=2C2C(C(C)C)=CC(C(C)C)=CC=2C(C)C)CCCCC1, predict the reaction product. The product is: [Cl:12][C:5]1[C:4]2[C:9](=[CH:10][CH:11]=[C:2]([N:15]3[CH2:16][CH2:17][O:13][C:14]3=[O:18])[CH:3]=2)[CH:8]=[N:7][CH:6]=1.